This data is from Forward reaction prediction with 1.9M reactions from USPTO patents (1976-2016). The task is: Predict the product of the given reaction. (1) Given the reactants [Br:1][C:2]1[CH:3]=[C:4]([CH:7]=[C:8]([F:10])[CH:9]=1)[CH:5]=[O:6], predict the reaction product. The product is: [Br:1][C:2]1[CH:3]=[C:4]([CH:7]=[C:8]([F:10])[CH:9]=1)[CH2:5][OH:6]. (2) Given the reactants [CH2:1]([O:8][C:9]([NH:11][CH2:12][CH2:13][S:14](Cl)(=[O:16])=[O:15])=[O:10])[C:2]1[CH:7]=[CH:6][CH:5]=[CH:4][CH:3]=1.[NH4+:18].[OH-], predict the reaction product. The product is: [CH2:1]([O:8][C:9]([NH:11][CH2:12][CH2:13][S:14]([NH2:18])(=[O:16])=[O:15])=[O:10])[C:2]1[CH:7]=[CH:6][CH:5]=[CH:4][CH:3]=1. (3) Given the reactants [CH3:1][O:2][N:3]1[CH2:8][CH2:7][C:6](=[N:9][N:10]([CH3:12])[CH3:11])[CH2:5][CH2:4]1.C[Si]([C:17]#[N:18])(C)C.C(=O)(O)[O-].[Na+], predict the reaction product. The product is: [CH3:12][N:10]([CH3:11])[NH:9][C:6]1([C:17]#[N:18])[CH2:7][CH2:8][N:3]([O:2][CH3:1])[CH2:4][CH2:5]1. (4) Given the reactants [O:1]1[CH:5]=[CH:4][CH:3]=[C:2]1[C:6]1[O:10][CH:9]=[N:8][CH:7]=1.[Li]CCCC.[C:16]([O:20][C:21]([N:23]1[CH2:28][CH2:27][CH:26]([CH2:29][CH2:30][CH2:31][C:32](Cl)=[O:33])[CH2:25][CH2:24]1)=[O:22])([CH3:19])([CH3:18])[CH3:17], predict the reaction product. The product is: [C:16]([O:20][C:21]([N:23]1[CH2:28][CH2:27][CH:26]([CH2:29][CH2:30][CH2:31][C:32]([C:9]2[O:10][C:6]([C:2]3[O:1][CH:5]=[CH:4][CH:3]=3)=[CH:7][N:8]=2)=[O:33])[CH2:25][CH2:24]1)=[O:22])([CH3:19])([CH3:18])[CH3:17].